From a dataset of Forward reaction prediction with 1.9M reactions from USPTO patents (1976-2016). Predict the product of the given reaction. (1) Given the reactants F[C:2]1[N:7]2[CH:8]=[C:9]([CH2:11][N:12]([CH3:23])[CH:13]3[C:22]4[N:21]=[CH:20][CH:19]=[CH:18][C:17]=4[CH2:16][CH2:15][CH2:14]3)[N:10]=[C:6]2[CH:5]=[CH:4][CH:3]=1.[CH3:24][CH:25]1[CH2:30][NH:29][CH2:28][CH:27]([CH3:31])[NH:26]1, predict the reaction product. The product is: [CH3:24][CH:25]1[NH:26][CH:27]([CH3:31])[CH2:28][N:29]([C:2]2[N:7]3[CH:8]=[C:9]([CH2:11][N:12]([CH3:23])[CH:13]4[C:22]5[N:21]=[CH:20][CH:19]=[CH:18][C:17]=5[CH2:16][CH2:15][CH2:14]4)[N:10]=[C:6]3[CH:5]=[CH:4][CH:3]=2)[CH2:30]1. (2) Given the reactants [Br:1][C:2]1[CH:3]=[C:4]([CH:20]=[CH:21][CH:22]=1)[CH2:5][N:6]1[C:14]2[C:13](=[O:15])[N:12]([CH3:16])[C:11](=[O:17])[N:10]([CH3:18])[C:9]=2[N:8]=[C:7]1[SH:19].[OH-].[K+].Br[CH2:26][CH2:27][O:28][CH2:29][CH3:30], predict the reaction product. The product is: [Br:1][C:2]1[CH:3]=[C:4]([CH:20]=[CH:21][CH:22]=1)[CH2:5][N:6]1[C:14]2[C:13](=[O:15])[N:12]([CH3:16])[C:11](=[O:17])[N:10]([CH3:18])[C:9]=2[N:8]=[C:7]1[S:19][CH2:26][CH2:27][O:28][CH2:29][CH3:30]. (3) Given the reactants [Na].[CH2:2]([O:4][CH:5]([O:11][CH2:12][CH3:13])[C:6]([O:8]CC)=O)[CH3:3].C(O)C.Cl.[C:18]([O:21][CH2:22][CH3:23])(=[O:20])[CH3:19], predict the reaction product. The product is: [CH2:12]([O:11][CH:5]([O:4][CH2:2][CH3:3])[C:6](=[O:8])[CH2:19][C:18]([O:21][CH2:22][CH3:23])=[O:20])[CH3:13]. (4) Given the reactants [C:1]([C:4]1[C:22](=[O:23])[C@@:8]2([CH3:24])[C:9]3[C:15]([OH:16])=[CH:14][C:13]([O:17][CH3:18])=[C:12]([C:19]([NH2:21])=[O:20])[C:10]=3[O:11][C:7]2=[CH:6][C:5]=1[OH:25])(=[O:3])[CH3:2].[C:26]([O:29][C:30]1[CH:39]=[C:38]([CH:40]=O)[C:37]2[C:32](=[CH:33][CH:34]=[CH:35][CH:36]=2)[CH:31]=1)(=[O:28])[CH3:27].C([SiH](CC)CC)C.FC(F)(F)C(O)=O, predict the reaction product. The product is: [C:26]([O:29][C:30]1[CH:39]=[C:38]([CH2:40][NH:21][C:19]([C:12]2[C:10]3[O:11][C:7]4[C@@:8]([CH3:24])([C:22](=[O:23])[C:4]([C:1](=[O:3])[CH3:2])=[C:5]([OH:25])[CH:6]=4)[C:9]=3[C:15]([OH:16])=[CH:14][C:13]=2[O:17][CH3:18])=[O:20])[C:37]2[C:32](=[CH:33][CH:34]=[CH:35][CH:36]=2)[CH:31]=1)(=[O:28])[CH3:27]. (5) Given the reactants [C:1]([N-:5][CH:6]=[CH:7][N-:8][C:9]([CH3:12])([CH3:11])[CH3:10])([CH3:4])([CH3:3])[CH3:2].[Li+].[Li+].[Li].Cl[SiH:17](Cl)Cl.[CH2:20]([NH:22][CH2:23][CH3:24])[CH3:21], predict the reaction product. The product is: [C:9]([N:8]1[CH:7]=[CH:6][N:5]([C:1]([CH3:3])([CH3:4])[CH3:2])[SiH:17]1[N:22]([CH2:23][CH3:24])[CH2:20][CH3:21])([CH3:12])([CH3:11])[CH3:10]. (6) The product is: [NH2:36][CH2:35][CH2:34][N:32]1[CH:33]=[C:29]([C:27]2[NH:26][C:22]3=[N:23][CH:24]=[CH:25][C:20]([C:17]4[CH:18]=[CH:19][C:14]([CH2:13][NH:12][C:10]([C:7]5[N:6]=[C:5]([C:1]([CH3:2])([CH3:4])[CH3:3])[O:9][N:8]=5)=[O:11])=[C:15]([F:47])[CH:16]=4)=[C:21]3[N:28]=2)[CH:30]=[N:31]1. Given the reactants [C:1]([C:5]1[O:9][N:8]=[C:7]([C:10]([NH:12][CH2:13][C:14]2[CH:19]=[CH:18][C:17]([C:20]3[CH:25]=[CH:24][N:23]=[C:22]4[NH:26][C:27]([C:29]5[CH:30]=[N:31][N:32]([CH2:34][CH2:35][N:36]6C(=O)C7C(=CC=CC=7)C6=O)[CH:33]=5)=[N:28][C:21]=34)=[CH:16][C:15]=2[F:47])=[O:11])[N:6]=1)([CH3:4])([CH3:3])[CH3:2].O.NN, predict the reaction product. (7) The product is: [CH2:14]([O:21][C:22]1[CH:23]=[C:24]([CH:25]=[CH:26][CH:27]=1)[O:28][CH2:2][C:3]1[C:11]2[C:6](=[N:7][CH:8]=[N:9][C:10]=2[Cl:12])[N:5]([CH3:13])[N:4]=1)[C:15]1[CH:16]=[CH:17][CH:18]=[CH:19][CH:20]=1. Given the reactants Br[CH2:2][C:3]1[C:11]2[C:6](=[N:7][CH:8]=[N:9][C:10]=2[Cl:12])[N:5]([CH3:13])[N:4]=1.[CH2:14]([O:21][C:22]1[CH:23]=[C:24]([OH:28])[CH:25]=[CH:26][CH:27]=1)[C:15]1[CH:20]=[CH:19][CH:18]=[CH:17][CH:16]=1.C(=O)([O-])[O-].[K+].[K+], predict the reaction product. (8) Given the reactants [C:1]([C:3]1[C:4]([C:18]2[CH:23]=[CH:22][C:21]([Cl:24])=[CH:20][C:19]=2[Cl:25])=[C:5]([C:15]([NH2:17])=O)[S:6][C:7]=1[C:8]1[CH:13]=[CH:12][N:11]=[C:10]([F:14])[CH:9]=1)#[N:2].COC(OC)[N:29]([CH3:31])C.C(O)(=O)C.O.[NH2:39]N, predict the reaction product. The product is: [Cl:25][C:19]1[CH:20]=[C:21]([Cl:24])[CH:22]=[CH:23][C:18]=1[C:4]1[C:3]([C:1]#[N:2])=[C:7]([C:8]2[CH:13]=[CH:12][N:11]=[C:10]([F:14])[CH:9]=2)[S:6][C:5]=1[C:15]1[NH:29][CH:31]=[N:39][N:17]=1. (9) Given the reactants [O:1]=[C:2]1[NH:7][CH:6]=[CH:5][N:4]([S:8]([C:11]2[CH:17]=[CH:16][C:14]([CH3:15])=[CH:13][CH:12]=2)(=[O:10])=[O:9])[CH:3]1[CH2:18][C:19]([N:21]1[CH2:26][CH2:25][CH2:24][CH2:23][C@@H:22]1[C:27]1[CH:36]=[CH:35][C:30]([C:31](OC)=[O:32])=[CH:29][CH:28]=1)=[O:20].CC(C[AlH]CC(C)C)C, predict the reaction product. The product is: [OH:32][CH2:31][C:30]1[CH:29]=[CH:28][C:27]([CH:22]2[CH2:23][CH2:24][CH2:25][CH2:26][N:21]2[C:19](=[O:20])[CH2:18][C@H:3]2[N:4]([S:8]([C:11]3[CH:12]=[CH:13][C:14]([CH3:15])=[CH:16][CH:17]=3)(=[O:10])=[O:9])[CH:5]=[CH:6][NH:7][C:2]2=[O:1])=[CH:36][CH:35]=1.